From a dataset of Catalyst prediction with 721,799 reactions and 888 catalyst types from USPTO. Predict which catalyst facilitates the given reaction. (1) Reactant: [F:1][C:2]1[CH:3]=[C:4]([CH2:9][CH:10]=[O:11])[CH:5]=[CH:6][C:7]=1[F:8].[BH4-].[Na+]. Product: [F:1][C:2]1[CH:3]=[C:4]([CH2:9][CH2:10][OH:11])[CH:5]=[CH:6][C:7]=1[F:8]. The catalyst class is: 8. (2) Reactant: [H-].[Na+].[C:3]([O:7][C:8]([N:10]1[CH2:15][CH2:14][NH:13][C:12](=[O:16])[CH2:11]1)=[O:9])([CH3:6])([CH3:5])[CH3:4].[CH3:17]I. Product: [C:3]([O:7][C:8]([N:10]1[CH2:15][CH2:14][N:13]([CH3:17])[C:12](=[O:16])[CH2:11]1)=[O:9])([CH3:6])([CH3:4])[CH3:5]. The catalyst class is: 9. (3) Reactant: C(OP([CH2:9][C:10]1[CH:15]=[C:14]([O:16][CH3:17])[C:13]([CH2:18][CH2:19][CH3:20])=[C:12]([O:21][CH3:22])[CH:11]=1)(=O)OCC)C.[H-].[Na+].[F:25][C:26]1[CH:33]=[CH:32][CH:31]=[CH:30][C:27]=1[CH:28]=O.O. Product: [CH3:17][O:16][C:14]1[CH:15]=[C:10]([CH:9]=[CH:28][C:27]2[CH:30]=[CH:31][CH:32]=[CH:33][C:26]=2[F:25])[CH:11]=[C:12]([O:21][CH3:22])[C:13]=1[CH2:18][CH2:19][CH3:20]. The catalyst class is: 1.